This data is from Serine/threonine kinase 33 screen with 319,792 compounds. The task is: Binary Classification. Given a drug SMILES string, predict its activity (active/inactive) in a high-throughput screening assay against a specified biological target. (1) The drug is o1c(CCO)cc2c(c1=O)cccc2. The result is 0 (inactive). (2) The compound is s1c2c(CC(OC2)(CC)C)c(c1NC(=O)CCC(O)=O)C#N. The result is 0 (inactive). (3) The compound is O(c1c2c([nH]c(=O)c(CCNC(=O)c3cc(OC)c(OC)c(OC)c3)c2)c(OC)cc1)C. The result is 0 (inactive). (4) The compound is s1c(nnc1NC(=O)COc1cc2oc(=O)cc(c2cc1)C)C(C)C. The result is 0 (inactive). (5) The compound is S(=O)(=O)(N1CCN(CC1)C(=O)NC(C)(C)C)c1cc2CCCc2cc1. The result is 0 (inactive). (6) The molecule is N1(CCCC1)c1nc(c2c(n1)n[nH]c2N)c1ccccc1. The result is 0 (inactive).